Dataset: Catalyst prediction with 721,799 reactions and 888 catalyst types from USPTO. Task: Predict which catalyst facilitates the given reaction. (1) Reactant: [OH:1][CH2:2][C:3]1[NH:4][C:5]2[C:11]([O:12][CH3:13])=[C:10]([O:14][CH3:15])[C:9]([O:16][CH3:17])=[CH:8][C:6]=2[N:7]=1.[C:18]([Si:22]([CH3:25])([CH3:24])Cl)([CH3:21])([CH3:20])[CH3:19].N1C=CN=C1.O. Product: [Si:22]([O:1][CH2:2][C:3]1[NH:4][C:5]2[C:11]([O:12][CH3:13])=[C:10]([O:14][CH3:15])[C:9]([O:16][CH3:17])=[CH:8][C:6]=2[N:7]=1)([C:18]([CH3:21])([CH3:20])[CH3:19])([CH3:25])[CH3:24]. The catalyst class is: 3. (2) Reactant: [N+:1]([C:4]1[CH:5]=[C:6]([CH:10]=[C:11]([C:13]([F:16])([F:15])[F:14])[CH:12]=1)[C:7]([OH:9])=O)([O-])=O.Cl.[CH3:18][NH:19][CH3:20].C(N(CC)C(C)C)(C)C.CN(C(ON1N=NC2C=CC=NC1=2)=[N+](C)C)C.F[P-](F)(F)(F)(F)F.[Li].[CH2:55]([O:62][C:63]([NH:65][CH2:66][C@H:67]([NH:73][C:74](=[O:79])[CH2:75][C:76]([OH:78])=O)[C@@H:68]([OH:72])[C:69]#[C:70][CH3:71])=[O:64])[C:56]1[CH:61]=[CH:60][CH:59]=[CH:58][CH:57]=1. Product: [CH2:55]([O:62][C:63](=[O:64])[NH:65][CH2:66][C@H:67]([NH:73][C:74](=[O:79])[CH2:75][C:76](=[O:78])[NH:1][C:4]1[CH:12]=[C:11]([C:13]([F:16])([F:15])[F:14])[CH:10]=[C:6]([C:7](=[O:9])[N:19]([CH3:20])[CH3:18])[CH:5]=1)[C@@H:68]([OH:72])[C:69]#[C:70][CH3:71])[C:56]1[CH:57]=[CH:58][CH:59]=[CH:60][CH:61]=1. The catalyst class is: 59. (3) Reactant: F[C:2]1[C:7]([CH:8]2[CH2:13][CH2:12][CH2:11][O:10][CH2:9]2)=[CH:6][CH:5]=[CH:4][N:3]=1.[S:14]1[C:18]2[CH:19]=[CH:20][CH:21]=[CH:22][C:17]=2[N:16]=[C:15]1[NH:23][C:24]1[CH:29]=[CH:28][C:27]([OH:30])=[CH:26][CH:25]=1.C(=O)([O-])[O-].[Cs+].[Cs+]. Product: [O:10]1[CH2:11][CH2:12][CH2:13][CH:8]([C:7]2[C:2]([O:30][C:27]3[CH:26]=[CH:25][C:24]([NH:23][C:15]4[S:14][C:18]5[CH:19]=[CH:20][CH:21]=[CH:22][C:17]=5[N:16]=4)=[CH:29][CH:28]=3)=[N:3][CH:4]=[CH:5][CH:6]=2)[CH2:9]1. The catalyst class is: 179. (4) Reactant: Cl[C:2]1[CH:7]=[CH:6][C:5]([NH:8][C:9]([NH:11][C:12]2[CH:17]=[CH:16][CH:15]=[C:14]([C:18]3[CH:23]=[CH:22][CH:21]=[C:20]([N:24]4[CH2:28][CH2:27][CH2:26][CH2:25]4)[N:19]=3)[CH:13]=2)=[O:10])=[CH:4][CH:3]=1.[CH3:29][O:30]C1C=CC=CC=1N.CCN(C(C)C)C(C)C. Product: [CH3:29][O:30][C:6]1[CH:7]=[CH:2][CH:3]=[CH:4][C:5]=1[NH:8][C:9]([NH:11][C:12]1[CH:17]=[CH:16][CH:15]=[C:14]([C:18]2[CH:23]=[CH:22][CH:21]=[C:20]([N:24]3[CH2:28][CH2:27][CH2:26][CH2:25]3)[N:19]=2)[CH:13]=1)=[O:10]. The catalyst class is: 3.